The task is: Regression. Given a peptide amino acid sequence and an MHC pseudo amino acid sequence, predict their binding affinity value. This is MHC class I binding data.. This data is from Peptide-MHC class I binding affinity with 185,985 pairs from IEDB/IMGT. (1) The peptide sequence is TFFIFNKLVK. The MHC is HLA-A03:01 with pseudo-sequence HLA-A03:01. The binding affinity (normalized) is 0.593. (2) The binding affinity (normalized) is 0.0847. The peptide sequence is RVRQLDESI. The MHC is HLA-A26:01 with pseudo-sequence HLA-A26:01. (3) The peptide sequence is AERGPGQML. The MHC is HLA-A02:06 with pseudo-sequence HLA-A02:06. The binding affinity (normalized) is 0.197. (4) The MHC is HLA-A02:16 with pseudo-sequence HLA-A02:16. The binding affinity (normalized) is 0.0847. The peptide sequence is IYDFYYLDY. (5) The peptide sequence is FHVNPAFVL. The MHC is HLA-A02:03 with pseudo-sequence HLA-A02:03. The binding affinity (normalized) is 0.0847.